From a dataset of NCI-60 drug combinations with 297,098 pairs across 59 cell lines. Regression. Given two drug SMILES strings and cell line genomic features, predict the synergy score measuring deviation from expected non-interaction effect. (1) Drug 1: CS(=O)(=O)C1=CC(=C(C=C1)C(=O)NC2=CC(=C(C=C2)Cl)C3=CC=CC=N3)Cl. Drug 2: CN(C(=O)NC(C=O)C(C(C(CO)O)O)O)N=O. Cell line: SK-MEL-2. Synergy scores: CSS=-12.3, Synergy_ZIP=-0.109, Synergy_Bliss=-13.7, Synergy_Loewe=-16.0, Synergy_HSA=-18.4. (2) Drug 1: C1=CN(C(=O)N=C1N)C2C(C(C(O2)CO)O)O.Cl. Drug 2: CC(C)CN1C=NC2=C1C3=CC=CC=C3N=C2N. Cell line: SK-OV-3. Synergy scores: CSS=5.66, Synergy_ZIP=-0.931, Synergy_Bliss=0.659, Synergy_Loewe=-0.424, Synergy_HSA=0.266. (3) Drug 1: C1=CC(=CC=C1C#N)C(C2=CC=C(C=C2)C#N)N3C=NC=N3. Drug 2: CCC1=C2CN3C(=CC4=C(C3=O)COC(=O)C4(CC)O)C2=NC5=C1C=C(C=C5)O. Cell line: SN12C. Synergy scores: CSS=32.9, Synergy_ZIP=3.27, Synergy_Bliss=-1.68, Synergy_Loewe=-35.6, Synergy_HSA=-7.06. (4) Drug 1: C1C(C(OC1N2C=NC3=C(N=C(N=C32)Cl)N)CO)O. Drug 2: CC1=C2C(C(=O)C3(C(CC4C(C3C(C(C2(C)C)(CC1OC(=O)C(C(C5=CC=CC=C5)NC(=O)C6=CC=CC=C6)O)O)OC(=O)C7=CC=CC=C7)(CO4)OC(=O)C)O)C)OC(=O)C. Cell line: 786-0. Synergy scores: CSS=0.790, Synergy_ZIP=-2.56, Synergy_Bliss=-0.882, Synergy_Loewe=-2.16, Synergy_HSA=-1.11. (5) Drug 1: C1=NC(=NC(=O)N1C2C(C(C(O2)CO)O)O)N. Drug 2: C1C(C(OC1N2C=NC(=NC2=O)N)CO)O. Cell line: HCT-15. Synergy scores: CSS=13.0, Synergy_ZIP=-5.20, Synergy_Bliss=-1.41, Synergy_Loewe=-3.26, Synergy_HSA=-2.01. (6) Drug 1: CCC1=CC2CC(C3=C(CN(C2)C1)C4=CC=CC=C4N3)(C5=C(C=C6C(=C5)C78CCN9C7C(C=CC9)(C(C(C8N6C)(C(=O)OC)O)OC(=O)C)CC)OC)C(=O)OC.C(C(C(=O)O)O)(C(=O)O)O. Drug 2: CC1CCC2CC(C(=CC=CC=CC(CC(C(=O)C(C(C(=CC(C(=O)CC(OC(=O)C3CCCCN3C(=O)C(=O)C1(O2)O)C(C)CC4CCC(C(C4)OC)OCCO)C)C)O)OC)C)C)C)OC. Cell line: BT-549. Synergy scores: CSS=63.7, Synergy_ZIP=6.14, Synergy_Bliss=5.80, Synergy_Loewe=9.63, Synergy_HSA=11.1.